From a dataset of Forward reaction prediction with 1.9M reactions from USPTO patents (1976-2016). Predict the product of the given reaction. (1) Given the reactants [F:1][C:2]1[CH:7]=[CH:6][C:5]([CH3:8])=[CH:4][C:3]=1[NH:9][C:10]([NH:12][C:13]1[CH:42]=[CH:41][C:16]([O:17][C:18]2[CH:23]=[CH:22][N:21]=[C:20]([C:24]3[NH:28][CH:27]=[C:26]([C:29]([NH:31][CH:32]([CH2:36][CH2:37][C:38]([OH:40])=[O:39])[C:33]([OH:35])=[O:34])=[O:30])[CH:25]=3)[CH:19]=2)=[CH:15][CH:14]=1)=[O:11].O[CH2:44][CH:45]([CH2:47][OH:48])[OH:46], predict the reaction product. The product is: [F:1][C:2]1[CH:7]=[CH:6][C:5]([CH3:8])=[CH:4][C:3]=1[NH:9][C:10]([NH:12][C:13]1[CH:14]=[CH:15][C:16]([O:17][C:18]2[CH:23]=[CH:22][N:21]=[C:20]([C:24]3[NH:28][CH:27]=[C:26]([C:29]([NH:31][CH:32]([CH2:36][CH2:37][C:38]([O:40][CH2:44][CH:45]([OH:46])[CH2:47][OH:48])=[O:39])[C:33]([O:35][CH2:44][CH:45]([OH:46])[CH2:47][OH:48])=[O:34])=[O:30])[CH:25]=3)[CH:19]=2)=[CH:41][CH:42]=1)=[O:11]. (2) Given the reactants [C-]#N.[Na+].[C:4](=[S:14])(OCC)[C:5]1[CH:10]=[CH:9][CH:8]=[CH:7][CH:6]=1.[N+:15]([CH2:17][C:18]([O:20][CH2:21][CH3:22])=[O:19])#[C-:16], predict the reaction product. The product is: [C:5]1([C:4]2[S:14][CH:16]=[N:15][C:17]=2[C:18]([O:20][CH2:21][CH3:22])=[O:19])[CH:6]=[CH:7][CH:8]=[CH:9][CH:10]=1.